This data is from NCI-60 drug combinations with 297,098 pairs across 59 cell lines. The task is: Regression. Given two drug SMILES strings and cell line genomic features, predict the synergy score measuring deviation from expected non-interaction effect. (1) Drug 1: CC1CCC2CC(C(=CC=CC=CC(CC(C(=O)C(C(C(=CC(C(=O)CC(OC(=O)C3CCCCN3C(=O)C(=O)C1(O2)O)C(C)CC4CCC(C(C4)OC)OCCO)C)C)O)OC)C)C)C)OC. Drug 2: C1CCC(C(C1)N)N.C(=O)(C(=O)[O-])[O-].[Pt+4]. Cell line: KM12. Synergy scores: CSS=11.3, Synergy_ZIP=-2.94, Synergy_Bliss=1.76, Synergy_Loewe=-2.76, Synergy_HSA=3.02. (2) Drug 1: CC1CCC2CC(C(=CC=CC=CC(CC(C(=O)C(C(C(=CC(C(=O)CC(OC(=O)C3CCCCN3C(=O)C(=O)C1(O2)O)C(C)CC4CCC(C(C4)OC)O)C)C)O)OC)C)C)C)OC. Drug 2: CN(CCCl)CCCl.Cl. Cell line: SF-295. Synergy scores: CSS=10.4, Synergy_ZIP=-9.04, Synergy_Bliss=-2.00, Synergy_Loewe=-18.4, Synergy_HSA=-3.42. (3) Drug 1: C1=CC(=CC=C1CC(C(=O)O)N)N(CCCl)CCCl.Cl. Drug 2: CS(=O)(=O)CCNCC1=CC=C(O1)C2=CC3=C(C=C2)N=CN=C3NC4=CC(=C(C=C4)OCC5=CC(=CC=C5)F)Cl. Cell line: SF-295. Synergy scores: CSS=7.54, Synergy_ZIP=-3.23, Synergy_Bliss=1.34, Synergy_Loewe=-3.76, Synergy_HSA=1.32. (4) Drug 2: C1=NC2=C(N1)C(=S)N=CN2. Synergy scores: CSS=14.3, Synergy_ZIP=-9.57, Synergy_Bliss=-23.5, Synergy_Loewe=-37.4, Synergy_HSA=-21.1. Drug 1: C1CCC(CC1)NC(=O)N(CCCl)N=O. Cell line: SF-539. (5) Drug 1: C1CC(=O)NC(=O)C1N2CC3=C(C2=O)C=CC=C3N. Drug 2: CN(CC1=CN=C2C(=N1)C(=NC(=N2)N)N)C3=CC=C(C=C3)C(=O)NC(CCC(=O)O)C(=O)O. Cell line: IGROV1. Synergy scores: CSS=37.2, Synergy_ZIP=-0.125, Synergy_Bliss=-1.36, Synergy_Loewe=-16.9, Synergy_HSA=4.11. (6) Drug 1: CC12CCC(CC1=CCC3C2CCC4(C3CC=C4C5=CN=CC=C5)C)O. Drug 2: COC1=NC(=NC2=C1N=CN2C3C(C(C(O3)CO)O)O)N. Cell line: HCT116. Synergy scores: CSS=2.82, Synergy_ZIP=-1.04, Synergy_Bliss=0.0352, Synergy_Loewe=-8.79, Synergy_HSA=-3.32.